The task is: Predict which catalyst facilitates the given reaction.. This data is from Catalyst prediction with 721,799 reactions and 888 catalyst types from USPTO. (1) Reactant: C([SiH2][O:6][C:7](C)(C)[C:8]1[CH:48]=[CH:47][C:11]2[N:12]([CH:41]3[CH2:46][CH2:45][CH2:44][CH2:43][CH2:42]3)[C:13]([NH:15][C:16]3[C:24]4[C:19](=[CH:20][CH:21]=[C:22]([C:25]5[CH:26]=[N:27][CH:28]=[CH:29][C:30]=5[O:31][CH3:32])[CH:23]=4)[N:18](COCC[Si](C)(C)C)[N:17]=3)=[N:14][C:10]=2[CH:9]=1)(C)(C)C.Cl. Product: [CH:41]1([N:12]2[C:11]3[CH:47]=[CH:48][C:8]([CH2:7][OH:6])=[CH:9][C:10]=3[N:14]=[C:13]2[NH:15][C:16]2[C:24]3[C:19](=[CH:20][CH:21]=[C:22]([C:25]4[CH:26]=[N:27][CH:28]=[CH:29][C:30]=4[O:31][CH3:32])[CH:23]=3)[NH:18][N:17]=2)[CH2:46][CH2:45][CH2:44][CH2:43][CH2:42]1. The catalyst class is: 8. (2) Reactant: [N:1]1([CH:16]2[CH2:22][CH:21]3[N:23]([C:24]([O:26][C@@H:27]4[CH2:31][CH2:30][O:29][CH2:28]4)=[O:25])[CH:18]([CH2:19][CH2:20]3)[CH2:17]2)[CH2:6][CH2:5][C:4]2([C:15]3[C:10](=[CH:11][CH:12]=[CH:13][CH:14]=3)[CH2:9][NH:8][CH2:7]2)[CH2:3][CH2:2]1.[CH3:32][N:33]([CH3:37])[C:34](Cl)=[O:35].C(N(C(C)C)CC)(C)C. Product: [CH3:32][N:33]([CH3:37])[C:34]([N:8]1[CH2:7][C:4]2([CH2:3][CH2:2][N:1]([CH:16]3[CH2:22][CH:21]4[N:23]([C:24]([O:26][C@@H:27]5[CH2:31][CH2:30][O:29][CH2:28]5)=[O:25])[CH:18]([CH2:19][CH2:20]4)[CH2:17]3)[CH2:6][CH2:5]2)[C:15]2[C:10](=[CH:11][CH:12]=[CH:13][CH:14]=2)[CH2:9]1)=[O:35]. The catalyst class is: 2. (3) The catalyst class is: 1. Reactant: [C:1]([O:5][C:6]([NH:8][C:9]1[S:10][C:11]([C:19](N(OC)C)=[O:20])=[C:12]([C:14]2[O:15][CH:16]=[CH:17][CH:18]=2)[N:13]=1)=[O:7])([CH3:4])([CH3:3])[CH3:2].[C:25]1([Mg]Cl)[CH:30]=[CH:29][CH:28]=[CH:27][CH:26]=1.[Cl-].[NH4+]. Product: [C:19]([C:11]1[S:10][C:9]([NH:8][C:6](=[O:7])[O:5][C:1]([CH3:2])([CH3:3])[CH3:4])=[N:13][C:12]=1[C:14]1[O:15][CH:16]=[CH:17][CH:18]=1)(=[O:20])[C:25]1[CH:30]=[CH:29][CH:28]=[CH:27][CH:26]=1. (4) Reactant: C[Si](Cl)(C)C.[I-].[Na+].[CH2:8]([O:10][C:11](=[O:36])[CH2:12][C:13]1(O)[C:22]2[N:21]([CH2:23][C:24]3[CH:29]=[CH:28][C:27]([Cl:30])=[CH:26][CH:25]=3)[C:20]([C:31]([CH3:34])([CH3:33])[CH3:32])=[N:19][C:18]=2[CH2:17][CH2:16][CH2:15][CH2:14]1)[CH3:9]. Product: [CH2:8]([O:10][C:11](=[O:36])[CH2:12][CH:13]1[C:22]2[N:21]([CH2:23][C:24]3[CH:25]=[CH:26][C:27]([Cl:30])=[CH:28][CH:29]=3)[C:20]([C:31]([CH3:34])([CH3:33])[CH3:32])=[N:19][C:18]=2[CH2:17][CH2:16][CH2:15][CH2:14]1)[CH3:9]. The catalyst class is: 10. (5) Reactant: C([O:3][C:4]([C:6]1[CH:7]=[C:8]([NH:12][C:13]([C:15]2[C:24]3[O:23][CH2:22][CH2:21][O:20][C:19]=3[C:18]([O:25][CH3:26])=[CH:17][CH:16]=2)=[O:14])[CH:9]=[CH:10][CH:11]=1)=[O:5])C.[OH-].[Na+].O.O.Cl. Product: [C:4]([C:6]1[CH:7]=[C:8]([NH:12][C:13]([C:15]2[C:24]3[O:23][CH2:22][CH2:21][O:20][C:19]=3[C:18]([O:25][CH3:26])=[CH:17][CH:16]=2)=[O:14])[CH:9]=[CH:10][CH:11]=1)([OH:5])=[O:3]. The catalyst class is: 8. (6) Reactant: [C:1]([C:3]([C:9]#[N:10])=[C:4](C#N)C#N)#[N:2].N[C:12](N)=[O:13].C[CH2:16][O:17]CC. Product: [CH3:16][O:17][C:4]([O:13][CH3:12])=[C:3]([C:9]#[N:10])[C:1]#[N:2]. The catalyst class is: 5.